Dataset: Full USPTO retrosynthesis dataset with 1.9M reactions from patents (1976-2016). Task: Predict the reactants needed to synthesize the given product. (1) Given the product [F:1][C:2]1[CH:3]=[C:4]([C:8]#[C:9][C:10]2[CH:19]=[C:18]3[C:13]([C:14](=[O:28])[N:15]4[CH2:24][CH2:23][CH:22]([CH:25]=[O:26])[CH2:21][CH2:20][C:16]4=[N:17]3)=[CH:12][CH:11]=2)[CH:5]=[CH:6][CH:7]=1, predict the reactants needed to synthesize it. The reactants are: [F:1][C:2]1[CH:3]=[C:4]([C:8]#[C:9][C:10]2[CH:19]=[C:18]3[C:13]([C:14](=[O:28])[N:15]4[CH2:24][CH2:23]/[C:22](=[CH:25]\[O:26]C)/[CH2:21][CH2:20][C:16]4=[N:17]3)=[CH:12][CH:11]=2)[CH:5]=[CH:6][CH:7]=1.Cl. (2) Given the product [O:17]1[CH2:22][CH2:21][O:20][C:19]2[CH:23]=[C:24]([C:27]3[NH:12][C:11]4[N:10]([N:9]=[C:8]([C:13]([F:15])([F:16])[F:14])[C:7]=4[C:1]4[CH:2]=[CH:3][CH:4]=[CH:5][CH:6]=4)[C:29](=[O:30])[CH:28]=3)[CH:25]=[CH:26][C:18]1=2, predict the reactants needed to synthesize it. The reactants are: [C:1]1([C:7]2[C:8]([C:13]([F:16])([F:15])[F:14])=[N:9][NH:10][C:11]=2[NH2:12])[CH:6]=[CH:5][CH:4]=[CH:3][CH:2]=1.[O:17]1[CH2:22][CH2:21][O:20][C:19]2[CH:23]=[C:24]([C:27](=O)[CH2:28][C:29](OCC)=[O:30])[CH:25]=[CH:26][C:18]1=2. (3) Given the product [CH2:54]([O:55][CH:49]([O:43][NH:42][C:19]([C:16]1[CH:15]=[N:14][C:13]([N:10]2[CH2:11][CH:12]3[CH:8]([CH:7]3[N:1]3[CH2:2][CH2:3][O:4][CH2:5][CH2:6]3)[CH2:9]2)=[N:18][CH:17]=1)=[O:20])[CH3:50])[CH:28]([CH3:27])[CH3:29], predict the reactants needed to synthesize it. The reactants are: [N:1]1([CH:7]2[CH:12]3[CH:8]2[CH2:9][N:10]([C:13]2[N:18]=[CH:17][C:16]([C:19](O)=[O:20])=[CH:15][N:14]=2)[CH2:11]3)[CH2:6][CH2:5][O:4][CH2:3][CH2:2]1.CCN=C=N[CH2:27][CH2:28][CH2:29]N(C)C.Cl.C1C=CC2[N:42]([OH:43])N=NC=2C=1.C(N([CH2:49][CH3:50])CC)C.CN([CH:54]=[O:55])C. (4) Given the product [CH2:20]([C@H:9]1[C:10]2[C:15](=[CH:14][C:13]([C:17](=[O:19])[NH:35][CH2:34][C:31]3[CH:30]=[CH:29][C:28]([S:25]([CH2:23][CH3:24])(=[O:27])=[O:26])=[CH:33][N:32]=3)=[CH:12][CH:11]=2)[CH2:16][N:8]1[C:6]([O:5][C:1]([CH3:4])([CH3:2])[CH3:3])=[O:7])[CH3:21], predict the reactants needed to synthesize it. The reactants are: [C:1]([O:5][C:6]([N:8]1[CH2:16][C:15]2[C:10](=[CH:11][CH:12]=[C:13]([C:17]([OH:19])=O)[CH:14]=2)[C@@H:9]1[CH2:20][CH3:21])=[O:7])([CH3:4])([CH3:3])[CH3:2].Cl.[CH2:23]([S:25]([C:28]1[CH:29]=[CH:30][C:31]([CH2:34][NH2:35])=[N:32][CH:33]=1)(=[O:27])=[O:26])[CH3:24].CN(C(ON1N=NC2C=CC=NC1=2)=[N+](C)C)C.F[P-](F)(F)(F)(F)F.CCN(C(C)C)C(C)C. (5) Given the product [Cl:9][C:10]1[CH:15]=[C:14]([NH:22][C:4]2[CH:5]=[CH:6][C:1]([O:7][CH3:8])=[CH:2][CH:3]=2)[C:13]([N+:17]([O-:19])=[O:18])=[CH:12][N:11]=1, predict the reactants needed to synthesize it. The reactants are: [C:1]1([O:7][CH3:8])[CH:6]=[CH:5][CH:4]=[CH:3][CH:2]=1.[Cl:9][C:10]1[CH:15]=[C:14](Cl)[C:13]([N+:17]([O-:19])=[O:18])=[CH:12][N:11]=1.C([N:22](CC)CC)C.O. (6) Given the product [OH:8][CH2:9][CH2:10][C:11]1[CH:16]=[CH:15][C:14]([C:17]2[CH:18]=[CH:19][C:20]([C:23]([NH:26][C:27]([NH:29][C:30]3([CH2:38][CH2:39][CH3:40])[CH:35]4[CH2:36][CH2:37][N:32]([CH2:33][CH2:34]4)[CH2:31]3)=[O:28])([CH3:25])[CH3:24])=[CH:21][CH:22]=2)=[CH:13][CH:12]=1, predict the reactants needed to synthesize it. The reactants are: C([O:8][CH2:9][CH2:10][C:11]1[CH:16]=[CH:15][C:14]([C:17]2[CH:22]=[CH:21][C:20]([C:23]([NH:26][C:27]([NH:29][C:30]3([CH2:38][CH2:39][CH3:40])[CH:35]4[CH2:36][CH2:37][N:32]([CH2:33][CH2:34]4)[CH2:31]3)=[O:28])([CH3:25])[CH3:24])=[CH:19][CH:18]=2)=[CH:13][CH:12]=1)C1C=CC=CC=1.Cl.